Predict the reaction yield, written as a fraction of the theoretical maximum amount of product (1.0 means a 100% yield; for example, 0.34 means a 34% yield). From a dataset of Reaction yield outcomes from USPTO patents with 853,638 reactions. (1) The product is [F:13][C:14]1[CH:19]=[CH:18][C:17]([C@H:20]([NH:22][CH2:2][C:3]2[CH:12]=[CH:11][C:6]([C:7]([O:9][CH3:10])=[O:8])=[CH:5][CH:4]=2)[CH3:21])=[CH:16][CH:15]=1. The reactants are Br[CH2:2][C:3]1[CH:12]=[CH:11][C:6]([C:7]([O:9][CH3:10])=[O:8])=[CH:5][CH:4]=1.[F:13][C:14]1[CH:19]=[CH:18][C:17]([C@H:20]([NH2:22])[CH3:21])=[CH:16][CH:15]=1.C([O-])([O-])=O.[K+].[K+]. The catalyst is CN(C=O)C.C(OCC)(=O)C.[Cl-].[Na+].O. The yield is 1.00. (2) The reactants are [CH2:1]([O:3][C:4](=[O:28])[C:5]1[CH:10]=[CH:9][CH:8]=[C:7]([N:11]2[C:15]([CH3:16])=[CH:14][CH:13]=[C:12]2[C:17]2[CH:22]=[C:21]([C:23]([F:26])([F:25])[F:24])[CH:20]=[CH:19][C:18]=2[OH:27])[CH:6]=1)[CH3:2].[F:29][C:30]1[CH:37]=[CH:36][C:33]([CH2:34]Br)=[CH:32][CH:31]=1.C(=O)([O-])[O-].[K+].[K+]. The catalyst is CN(C=O)C.CCOC(C)=O. The product is [CH2:1]([O:3][C:4](=[O:28])[C:5]1[CH:10]=[CH:9][CH:8]=[C:7]([N:11]2[C:15]([CH3:16])=[CH:14][CH:13]=[C:12]2[C:17]2[CH:22]=[C:21]([C:23]([F:24])([F:26])[F:25])[CH:20]=[CH:19][C:18]=2[O:27][CH2:34][C:33]2[CH:36]=[CH:37][C:30]([F:29])=[CH:31][CH:32]=2)[CH:6]=1)[CH3:2]. The yield is 0.810. (3) The yield is 0.790. The reactants are [Cl:1][C:2]1[CH:7]=[CH:6][C:5]([C:8]2[N:12]([C:13]3[CH:18]=[CH:17][C:16]([Cl:19])=[CH:15][C:14]=3[Cl:20])[N:11]=[C:10]([C:21](Cl)=[O:22])[C:9]=2[CH3:24])=[CH:4][CH:3]=1.[NH2:25][N:26]1[CH2:31][CH2:30][CH2:29][CH2:28][CH2:27]1.C(N(CC)CC)C. The catalyst is ClCCl. The product is [N:26]1([NH:25][C:21]([C:10]2[C:9]([CH3:24])=[C:8]([C:5]3[CH:4]=[CH:3][C:2]([Cl:1])=[CH:7][CH:6]=3)[N:12]([C:13]3[CH:18]=[CH:17][C:16]([Cl:19])=[CH:15][C:14]=3[Cl:20])[N:11]=2)=[O:22])[CH2:31][CH2:30][CH2:29][CH2:28][CH2:27]1. (4) The product is [NH:33]1[CH:32]=[C:31]([CH2:30][CH2:29][NH:28][CH2:26][C:23]2[CH:22]=[CH:21][C:20]3[C:25](=[C:16]([OH:15])[CH:17]=[CH:18][CH:19]=3)[N:24]=2)[N:35]=[CH:34]1. The catalyst is ClC(Cl)C. The yield is 0.610. The reactants are C(O[BH-](OC(=O)C)OC(=O)C)(=O)C.[Na+].[OH:15][C:16]1[CH:17]=[CH:18][CH:19]=[C:20]2[C:25]=1[N:24]=[C:23]([CH:26]=O)[CH:22]=[CH:21]2.[NH2:28][CH2:29][CH2:30][C:31]1[N:35]=[CH:34][NH:33][CH:32]=1. (5) The reactants are [S:1]1[CH:5]=[CH:4][CH:3]=[C:2]1[CH2:6][C:7]([O:9][CH3:10])=[O:8].[H-].[Na+].[CH3:13]I. The catalyst is C1COCC1. The product is [S:1]1[CH:5]=[CH:4][CH:3]=[C:2]1[CH:6]([CH3:13])[C:7]([O:9][CH3:10])=[O:8]. The yield is 0.417.